This data is from Full USPTO retrosynthesis dataset with 1.9M reactions from patents (1976-2016). The task is: Predict the reactants needed to synthesize the given product. (1) Given the product [F:27][CH:2]([F:1])[O:3][C:4]1[CH:5]=[C:6]([C:11]2[O:12][CH:13]=[C:14]([CH2:16][CH2:17][C:18]([C:20]3[C:25]([CH3:26])=[CH:24][CH:23]=[CH:22][N:21]=3)=[O:19])[N:15]=2)[CH:7]=[CH:8][C:9]=1[O:10][CH2:28][CH3:29], predict the reactants needed to synthesize it. The reactants are: [F:1][CH:2]([F:27])[O:3][C:4]1[CH:5]=[C:6]([C:11]2[O:12][CH:13]=[C:14]([CH2:16][CH2:17][C:18]([C:20]3[C:25]([CH3:26])=[CH:24][CH:23]=[CH:22][N:21]=3)=[O:19])[N:15]=2)[CH:7]=[CH:8][C:9]=1[OH:10].[CH2:28](I)[CH3:29]. (2) Given the product [C:1]1([C:7]2[CH:16]=[CH:15][C:10]([C:11]([OH:13])=[O:12])=[CH:9][C:8]=2[CH3:17])[CH:2]=[CH:3][CH:4]=[CH:5][CH:6]=1, predict the reactants needed to synthesize it. The reactants are: [C:1]1([C:7]2[CH:16]=[CH:15][C:10]([C:11]([O:13]C)=[O:12])=[CH:9][C:8]=2[CH3:17])[CH:6]=[CH:5][CH:4]=[CH:3][CH:2]=1.[OH-].[Na+]. (3) Given the product [Cl:1][C:2]1[CH:3]=[C:4]([C:12]2[O:16][N:15]=[C:14]([C:17]3[CH:25]=[CH:24][CH:23]=[C:22]4[C:18]=3[CH2:19][CH2:20][NH:21]4)[N:13]=2)[CH:5]=[CH:6][C:7]=1[O:8][CH2:9][CH2:10][CH3:11], predict the reactants needed to synthesize it. The reactants are: [Cl:1][C:2]1[CH:3]=[C:4]([C:12]2[O:16][N:15]=[C:14]([C:17]3[CH:25]=[CH:24][CH:23]=[C:22]4[C:18]=3[CH:19]=[CH:20][NH:21]4)[N:13]=2)[CH:5]=[CH:6][C:7]=1[O:8][CH2:9][CH2:10][CH3:11].C(OC1C=C(C2ON=C(C3C=CC=C4C=3C=CN4)N=2)C=CC=1OCC)C.